From a dataset of Full USPTO retrosynthesis dataset with 1.9M reactions from patents (1976-2016). Predict the reactants needed to synthesize the given product. (1) Given the product [C:15]([C:14]1[CH:17]=[CH:18][C:11]([NH:10][C:4](=[O:5])[C:3]([C:2]([F:9])([F:8])[F:1])=[CH2:7])=[CH:12][C:13]=1[C:19]([F:20])([F:21])[F:22])#[N:16], predict the reactants needed to synthesize it. The reactants are: [F:1][C:2]([F:9])([F:8])[C:3](=[CH2:7])[C:4](O)=[O:5].[NH2:10][C:11]1[CH:18]=[CH:17][C:14]([C:15]#[N:16])=[C:13]([C:19]([F:22])([F:21])[F:20])[CH:12]=1. (2) Given the product [OH:13][C:14]([CH3:53])([CH3:54])[C:15]([CH3:52])([CH3:51])[O:16][C:17]1[CH:22]=[CH:21][C:20]([N:23]2[C:28](=[O:29])[C:27]([CH2:30][C:31]3[CH:36]=[CH:35][C:34]([C:37]4[CH:42]=[CH:41][CH:40]=[CH:39][C:38]=4[C:43]4[NH:3][C:4](=[O:7])[O:5][N:44]=4)=[CH:33][CH:32]=3)=[C:26]([CH2:45][CH2:46][CH3:47])[N:25]3[N:48]=[CH:49][N:50]=[C:24]23)=[CH:19][CH:18]=1, predict the reactants needed to synthesize it. The reactants are: [Cl-].O[NH3+:3].[C:4](=[O:7])([O-])[OH:5].[Na+].CS(C)=O.[OH:13][C:14]([CH3:54])([CH3:53])[C:15]([CH3:52])([CH3:51])[O:16][C:17]1[CH:22]=[CH:21][C:20]([N:23]2[C:28](=[O:29])[C:27]([CH2:30][C:31]3[CH:36]=[CH:35][C:34]([C:37]4[C:38]([C:43]#[N:44])=[CH:39][CH:40]=[CH:41][CH:42]=4)=[CH:33][CH:32]=3)=[C:26]([CH2:45][CH2:46][CH3:47])[N:25]3[N:48]=[CH:49][N:50]=[C:24]23)=[CH:19][CH:18]=1. (3) Given the product [F:1][C:2]1[CH:3]=[CH:4][C:5]([C@:8]2([CH2:32][C:33]([OH:36])([CH3:34])[CH3:35])[O:13][C:12](=[O:14])[N:11]([C@H:15]([C:17]3[CH:18]=[CH:19][C:20]([C:38]4[CH:39]=[CH:40][C:41](=[O:45])[N:42]([CH3:44])[N:43]=4)=[CH:21][CH:22]=3)[CH3:16])[CH2:10][CH2:9]2)=[CH:6][CH:7]=1, predict the reactants needed to synthesize it. The reactants are: [F:1][C:2]1[CH:7]=[CH:6][C:5]([C@:8]2([CH2:32][C:33]([OH:36])([CH3:35])[CH3:34])[O:13][C:12](=[O:14])[N:11]([C@H:15]([C:17]3[CH:22]=[CH:21][C:20](B4OC(C)(C)C(C)(C)O4)=[CH:19][CH:18]=3)[CH3:16])[CH2:10][CH2:9]2)=[CH:4][CH:3]=1.Cl[C:38]1[CH:39]=[CH:40][C:41](=[O:45])[N:42]([CH3:44])[N:43]=1. (4) Given the product [Br:12][C:13]1[CH:14]=[C:15]([C:16]2[NH:1][N:2]=[C:3]([C:5]3[CH:10]=[CH:9][CH:8]=[C:7]([CH3:11])[N:6]=3)[N:4]=2)[CH:18]=[CH:19][CH:20]=1, predict the reactants needed to synthesize it. The reactants are: [NH2:1][NH:2][C:3]([C:5]1[CH:10]=[CH:9][CH:8]=[C:7]([CH3:11])[N:6]=1)=[NH:4].[Br:12][C:13]1[CH:14]=[C:15]([CH:18]=[CH:19][CH:20]=1)[CH:16]=O. (5) Given the product [O:1]=[C:2]1[N:13]([CH:14]2[CH:21]3[CH2:22][C:17]4([C:24]#[N:26])[CH2:18][CH:19]([CH2:23][CH:15]2[CH2:16]4)[CH2:20]3)[C:5]2=[C:6]3[CH:12]=[CH:11][NH:10][C:7]3=[N:8][CH:9]=[C:4]2[NH:3]1, predict the reactants needed to synthesize it. The reactants are: [O:1]=[C:2]1[N:13]([CH:14]2[CH:21]3[CH2:22][C:17]4([C:24]([NH2:26])=O)[CH2:18][CH:19]([CH2:23][CH:15]2[CH2:16]4)[CH2:20]3)[C:5]2=[C:6]3[CH:12]=[CH:11][NH:10][C:7]3=[N:8][CH:9]=[C:4]2[NH:3]1.ClC1N=C(Cl)N=C(Cl)N=1.C(=O)([O-])O.[Na+].